From a dataset of Reaction yield outcomes from USPTO patents with 853,638 reactions. Predict the reaction yield, written as a fraction of the theoretical maximum amount of product (1.0 means a 100% yield; for example, 0.34 means a 34% yield). (1) The reactants are Br[C:2]1[CH:11]=[N:10][C:9]2[C:8]([N:12]3[CH2:17][CH2:16][O:15][CH2:14][CH2:13]3)=[N:7][C:6]([Cl:18])=[N:5][C:4]=2[CH:3]=1.[CH:19]([C:21]1[O:25][C:24](B(O)O)=[CH:23][CH:22]=1)=[O:20].C(=O)([O-])[O-].[Na+].[Na+].C1(C)C=CC=CC=1. The product is [Cl:18][C:6]1[N:7]=[C:8]([N:12]2[CH2:17][CH2:16][O:15][CH2:14][CH2:13]2)[C:9]2[N:10]=[CH:11][C:2]([C:24]3[O:25][C:21]([CH:19]=[O:20])=[CH:22][CH:23]=3)=[CH:3][C:4]=2[N:5]=1. The yield is 0.720. The catalyst is Cl[Pd](Cl)([P](C1C=CC=CC=1)(C1C=CC=CC=1)C1C=CC=CC=1)[P](C1C=CC=CC=1)(C1C=CC=CC=1)C1C=CC=CC=1.O.C(O)C. (2) The reactants are [CH2:1]([C:3]1[CH:8]=[C:7]([CH3:9])[CH:6]=[C:5]([CH2:10][CH3:11])[C:4]=1[C:12]1[C:13](=[O:31])[N:14]([CH3:30])[N:15]=[C:16]([CH2:28][OH:29])[C:17]=1S(C1C=CC(C)=CC=1)(=O)=O)[CH3:2].[OH-:32].[Na+].Cl. The catalyst is CN1CCN(C)C1=O. The product is [CH2:1]([C:3]1[CH:8]=[C:7]([CH3:9])[CH:6]=[C:5]([CH2:10][CH3:11])[C:4]=1[C:12]1[C:13](=[O:31])[N:14]([CH3:30])[N:15]=[C:16]([CH2:28][OH:29])[C:17]=1[OH:32])[CH3:2]. The yield is 0.470. (3) The reactants are [CH3:1][N:2]([S:15]([C:18]1[S:19][CH:20]=[CH:21][CH:22]=1)(=[O:17])=[O:16])[C:3]1[CH:4]=[CH:5][CH:6]=[C:7]2[C:11]=1[NH:10][C:9]([C:12](O)=[O:13])=[CH:8]2.[NH2:23][CH2:24][C:25]1([S:38][CH2:39][C:40]2[CH:45]=[CH:44][CH:43]=[CH:42][CH:41]=2)[CH2:30][CH2:29][N:28]([C:31]([O:33][C:34]([CH3:37])([CH3:36])[CH3:35])=[O:32])[CH2:27][CH2:26]1.N1(O)C2C=CC=CC=2N=N1.Cl.CN(C)CCCN=C=NCC.C(=O)([O-])O.[Na+]. The catalyst is O1CCCC1. The product is [CH2:39]([S:38][C:25]1([CH2:24][NH:23][C:12]([C:9]2[NH:10][C:11]3[C:7]([CH:8]=2)=[CH:6][CH:5]=[CH:4][C:3]=3[N:2]([CH3:1])[S:15]([C:18]2[S:19][CH:20]=[CH:21][CH:22]=2)(=[O:16])=[O:17])=[O:13])[CH2:26][CH2:27][N:28]([C:31]([O:33][C:34]([CH3:37])([CH3:36])[CH3:35])=[O:32])[CH2:29][CH2:30]1)[C:40]1[CH:41]=[CH:42][CH:43]=[CH:44][CH:45]=1. The yield is 0.750. (4) The reactants are [F:1][C:2]1[CH:7]=[CH:6][C:5]([C:8](=[O:10])[CH3:9])=[C:4]([OH:11])[CH:3]=1.Br[CH2:13][CH3:14]. The catalyst is CN(C)C=O.C(OC(=O)C)C. The product is [CH2:13]([O:11][C:4]1[CH:3]=[C:2]([F:1])[CH:7]=[CH:6][C:5]=1[C:8](=[O:10])[CH3:9])[CH3:14]. The yield is 0.740. (5) The reactants are Cl[C:2]1[C:3]2[C:4]3[C:5](=[N:13][N:14](C(C4C=CC=CC=4)(C4C=CC=CC=4)C4C=CC=CC=4)[CH:15]=3)[C:6](=[O:12])[NH:7][C:8]=2[N:9]=[CH:10][CH:11]=1.[NH2:35][C:36]1[CH:41]=[CH:40][C:39]([NH:42][C:43](=[O:50])[C:44]2[CH:49]=[CH:48][CH:47]=[CH:46][CH:45]=2)=[CH:38][CH:37]=1.Cl.O1CCOCC1. The catalyst is CN1C(=O)CCC1. The product is [O:12]=[C:6]1[C:5]2=[N:13][NH:14][CH:15]=[C:4]2[C:3]2[C:2]([NH:35][C:36]3[CH:41]=[CH:40][C:39]([NH:42][C:43](=[O:50])[C:44]4[CH:49]=[CH:48][CH:47]=[CH:46][CH:45]=4)=[CH:38][CH:37]=3)=[CH:11][CH:10]=[N:9][C:8]=2[NH:7]1. The yield is 0.0600. (6) The reactants are [N:1]([CH2:4][C:5]([O:7][CH2:8][CH3:9])=[O:6])=[N+:2]=[N-:3].[OH:10][C:11]1([C:16]#N)[CH2:15][CH2:14][CH2:13][CH2:12]1.O=[C:19]1O[C@H]([C@H](CO)O)C([O-])=C1O.[Na+]. The catalyst is C(O)(C)(C)C.O.S([O-])([O-])(=O)=O.[Cu+2]. The product is [CH2:8]([O:7][C:5](=[O:6])[CH2:4][N:1]1[CH:19]=[C:16]([C:11]2([OH:10])[CH2:15][CH2:14][CH2:13][CH2:12]2)[N:3]=[N:2]1)[CH3:9]. The yield is 0.980. (7) The reactants are [CH:1]1([C:4]([NH:6][C:7]2[N:8]=[CH:9][C:10]3[C:15]([CH:16]=2)=[CH:14][CH:13]=[C:12]([C:17]2[C:18]([CH3:27])=[N:19][CH:20]=[C:21]([CH:26]=2)[C:22](OC)=[O:23])[CH:11]=3)=[O:5])[CH2:3][CH2:2]1.[AlH4-].[Li+]. The catalyst is O1CCCC1. The product is [OH:23][CH2:22][C:21]1[CH:26]=[C:17]([C:12]2[CH:11]=[C:10]3[C:15]([CH:16]=[C:7]([NH:6][C:4]([CH:1]4[CH2:3][CH2:2]4)=[O:5])[N:8]=[CH:9]3)=[CH:14][CH:13]=2)[C:18]([CH3:27])=[N:19][CH:20]=1. The yield is 0.410. (8) The reactants are [NH2:1][C@H:2]([C:4]([NH:6][CH:7]1[N:13]=[C:12]([C:14]2[CH:19]=[CH:18][CH:17]=[CH:16][CH:15]=2)[C:11]2[CH:20]=[CH:21][CH:22]=[CH:23][C:10]=2[N:9]([CH3:24])[C:8]1=[O:25])=[O:5])[CH3:3].[Cl:26][CH2:27][C:28](Cl)=[O:29]. The catalyst is C(Cl)Cl. The product is [Cl:26][CH2:27][C:28]([NH:1][C@H:2]([C:4]([NH:6][CH:7]1[N:13]=[C:12]([C:14]2[CH:19]=[CH:18][CH:17]=[CH:16][CH:15]=2)[C:11]2[CH:20]=[CH:21][CH:22]=[CH:23][C:10]=2[N:9]([CH3:24])[C:8]1=[O:25])=[O:5])[CH3:3])=[O:29]. The yield is 0.980.